Predict the reaction yield, written as a fraction of the theoretical maximum amount of product (1.0 means a 100% yield; for example, 0.34 means a 34% yield). From a dataset of Reaction yield outcomes from USPTO patents with 853,638 reactions. The reactants are [F:1][C:2]1[CH:7]=[C:6]([F:8])[CH:5]=[CH:4][C:3]=1[C@:9]([OH:24])([C@H:16]([S:18][CH:19]([CH2:22][OH:23])[CH2:20][OH:21])[CH3:17])[CH2:10][N:11]1[CH:15]=[N:14][CH:13]=[N:12]1.[CH3:25][S:26]([C:29]1[CH:38]=[CH:37][C:32](/[CH:33]=[CH:34]/[CH:35]=O)=[CH:31][CH:30]=1)(=[O:28])=[O:27]. No catalyst specified. The product is [F:1][C:2]1[CH:7]=[C:6]([F:8])[CH:5]=[CH:4][C:3]=1[C@:9]([OH:24])([C@H:16]([S:18][C@@H:19]1[CH2:20][O:21][C@@H:35](/[CH:34]=[CH:33]/[C:32]2[CH:37]=[CH:38][C:29]([S:26]([CH3:25])(=[O:28])=[O:27])=[CH:30][CH:31]=2)[O:23][CH2:22]1)[CH3:17])[CH2:10][N:11]1[CH:15]=[N:14][CH:13]=[N:12]1. The yield is 0.580.